This data is from Experimentally validated miRNA-target interactions with 360,000+ pairs, plus equal number of negative samples. The task is: Binary Classification. Given a miRNA mature sequence and a target amino acid sequence, predict their likelihood of interaction. (1) The miRNA is hsa-miR-548au-5p with sequence AAAAGUAAUUGCGGUUUUUGC. The protein sequence of the target gene is MAPPPAPLLAPRPGETRPGCRKPGTVSFADVAVYFSPEEWGCLRPAQRALYRDVMQETYGHLGALGFPGPKPALISWMEQESEAWSPAAQDPEKGERLGGARRGDVPNRKEEEPEEVPRAKGPRKAPVKESPEVLVERNPDPAISVAPARAQPPKNAAWDPTTGAQPPAPIPSMDAQAGQRRHVCTDCGRRFTYPSLLVSHRRMHSGERPFPCPECGMRFKRKFAVEAHQWIHRSCSGGRRGRRPGIRAVPRAPVRGDRDPPVLFRHYPDIFEECG. Result: 0 (no interaction). (2) The miRNA is mmu-miR-7a-2-3p with sequence CAACAAGUCCCAGUCUGCCACA. The protein sequence of the target gene is MKVNRETKRLYVGGLSQDISEADLQNQFSRFGEVSDVEIITRKDDQGNPQKVFAYINISVAEADLKKCMSVLNKTKWKGGTLQIQLAKESFLHRLAQEREAAKAKKEESTTGNANLLEKTGGVDFHMKAVPGTEVPGHKNWVVSKFGRVLPVLHLKNQHKRKIIKYDPSKYCHNLKKIGEDFSNTIPISSLTWELEGGNDPMSKKRRGEFSDFHGPPKKIIKVQKDESSTGSLAMSTRPRRVIERPPLTQQQAAQKRTCDSITPSKSSPVPVSDTQKLKNLPFKTSGLETAKKRNSISDD.... Result: 0 (no interaction). (3) The miRNA is mmu-miR-326-3p with sequence CCUCUGGGCCCUUCCUCCAGU. The protein sequence of the target gene is MARCERLRGAALRDVLGRAQGVLFDCDGVLWNGERAVPGAPELLERLARAGKAALFVSNNSRRARPELALRFARLGFGGLRAEQLFSSALCAARLLRQRLPGPPDAPGAVFVLGGEGLRAELRAAGLRLAGDPSAGDGAAPRVRAVLVGYDEHFSFAKLREACAHLRDPECLLVATDRDPWHPLSDGSRTPGTGSLAAAVETASGRQALVVGKPSPYMFECITENFSIDPARTLMVGDRLETDILFGHRCGMTTVLTLTGVSRLEEAQAYLAAGQHDLVPHYYVESIADLTEGLED. Result: 0 (no interaction). (4) The miRNA is mmu-miR-453 with sequence AGGUUGCCUCAUAGUGAGCUUGCA. The protein sequence of the target gene is MIATGGVITGLAALKRQDSARSQQHVNLSPSPATQEKKPIRRRPRADVVVVRGKIRLYSPSGFFLILGVLISIIGIAMAVLGYWPQKEHFIDAETTLSTNETQVIRNEGGVVVRFFEQHLHSDKMKMLGPFTMGIGIFIFICANAILHENRDKETKIIHMRDIYSTVIDIHTLRIKEQRQMNGMYTGLMGETEVKQNGSSCASRLAANTIASFSGFRSSFRMDSSVEEDELMLNEGKSSGHLMPPLLSDSSVSVFGLYPPPSKTTDDKTSGSKKCETKSIVSSSISAFTLPVIKLNNCVI.... Result: 0 (no interaction). (5) The miRNA is mmu-miR-379-5p with sequence UGGUAGACUAUGGAACGUAGG. The protein sequence of the target gene is MGNLFGRKKQSRVTEQDKAILQLKQQRDKLRQYQKRIAQQLERERALARQLLRDGRKERAKLLLKKKRYQEQLLDRTENQISSLEAMVQSIEFTQIEMKVMEGLQFGNECLNKMHQVMSIEEVERILDETQEAVEYQRQIDELLAGSFTQEDEDAILEELSAITQEQIELPEVPSEPLPEKIPENVPVKARPRQAELVAAS. Result: 0 (no interaction). (6) Result: 0 (no interaction). The protein sequence of the target gene is MESRPGSFQYVPVQLQGGAPWGFTLKGGLEHCEPLTVSKIEDGGKAALSQKMRTGDELVNINGTPLYGSRQEALILIKGSFRILKLIVRRRNTPVSRPHSWHVAKLLEGCPDVATTMHFPSEAFSLSWHSGCNTSDVSVQWCPLSRHCSTEKSSSIGSMESLEQPGQPTYEGHLLPIDQNMYPSQRDSAYSSFSASSNASDCALSLKPEEPPSTDCVMPGPGPIKVTDDQANVSENSGSSHSTSEDHVTSTSHASSYSDEGHHSGPAKMARGPPEPPVRSDSLPASRAQLLNGEQHRASE.... The miRNA is mmu-miR-3058-5p with sequence UCAGCCACGGCUUACCUGGAAGA. (7) The miRNA is rno-miR-672-5p with sequence UGAGGUUGGUGUACUGUGUGUGA. The protein sequence of the target gene is MGRIGISCLFPASWHFSISPVGCPRILNTNLRQIVVISILAAAVSLLYFSVVIIRSKYGWLSKDKKFQRYLARVTDVEATDTNNPSVNYGIVVDCGSSGSRIFVYCWPRHNGNPHDLLDIRQMRDKNRKPVVMKIKPGISEFATSPEKVSDYISPLLSFAAEHVPRAKHKETPLYILCTAGMRVLPESQQKAILEDLLTDIPVHYDFLFSDSHAEVISGKQEGVYAWIGINFVLGRFEHIEEDDEAVVEVNIPGSESSEAIVRKRTAGVLDMGGVSTQIAYEVPQTVSFASSQQEEVAKN.... Result: 0 (no interaction). (8) The miRNA is hsa-miR-4291 with sequence UUCAGCAGGAACAGCU. The protein sequence of the target gene is MASSAEGDEGTVVALAGVLQSGFQELSLNKLATSLGASEQALRLIISIFLGYPFALFYRHYLFYKETYLIHLFHTFTGLSIAYFNFGNQLYHSLLCIVLQFLILRLMGRTITAVLTTFCFQMAYLLAGYYYTATGNYDIKWTMPHCVLTLKLIGLAVDYFDGGKDQNSLSSEQQKYAIRGVPSLLEVAGFSYFYGAFLVGPQFSMNHYMKLVQGELIDIPGKIPNSIIPALKRLSLGLFYLVGYTLLSPHITEDYLLTEDYDNHPFWFRCMYMLIWGKFVLYKYVTCWLVTEGVCILTGL.... Result: 0 (no interaction).